This data is from Full USPTO retrosynthesis dataset with 1.9M reactions from patents (1976-2016). The task is: Predict the reactants needed to synthesize the given product. (1) The reactants are: [CH2:1]([C@@:4]1([CH3:25])[CH2:9][C@H:8]([C:10]2[CH:15]=[CH:14][CH:13]=[C:12]([Cl:16])[CH:11]=2)[C@H:7]([C:17]2[CH:22]=[CH:21][C:20]([Cl:23])=[CH:19][CH:18]=2)[O:6][C:5]1=[O:24])[CH:2]=[CH2:3].Cl.[NH2:27][C@@H:28]([CH2:32][CH3:33])[C@@H:29]([OH:31])[CH3:30].C(N(CC)CC)C. Given the product [Cl:16][C:12]1[CH:11]=[C:10]([C@H:8]([C@H:7]([C:17]2[CH:18]=[CH:19][C:20]([Cl:23])=[CH:21][CH:22]=2)[OH:6])[CH2:9][C@:4]([CH3:25])([CH2:1][CH:2]=[CH2:3])[C:5]([NH:27][C@@H:28]([CH2:32][CH3:33])[C@@H:29]([OH:31])[CH3:30])=[O:24])[CH:15]=[CH:14][CH:13]=1, predict the reactants needed to synthesize it. (2) Given the product [N:20]([CH2:6][CH:7]1[CH2:12][CH2:11][N:10]([C:13]2[CH:18]=[CH:17][CH:16]=[CH:15][CH:14]=2)[C:9](=[O:19])[CH2:8]1)=[N+:21]=[N-:22], predict the reactants needed to synthesize it. The reactants are: CS(O[CH2:6][CH:7]1[CH2:12][CH2:11][N:10]([C:13]2[CH:18]=[CH:17][CH:16]=[CH:15][CH:14]=2)[C:9](=[O:19])[CH2:8]1)(=O)=O.[N-:20]=[N+:21]=[N-:22].[Na+]. (3) Given the product [C:24]([O:23][C:21]([NH:1][C@H:2]([CH2:3][C:4]1[CH:9]=[CH:8][C:7]([NH:10][C:11]([O:13][C:14]([CH3:16])([CH3:15])[CH3:17])=[O:12])=[CH:6][CH:5]=1)[C:18]([NH:35][NH:34][C:32](=[O:45])[CH2:33][CH2:28][CH2:29][CH2:30][CH2:31][NH2:36])=[O:20])=[O:22])([CH3:26])([CH3:25])[CH3:27], predict the reactants needed to synthesize it. The reactants are: [NH:1]([C:21]([O:23][C:24]([CH3:27])([CH3:26])[CH3:25])=[O:22])[C@@H:2]([C:18]([OH:20])=O)[CH2:3][C:4]1[CH:9]=[CH:8][C:7]([NH:10][C:11]([O:13][C:14]([CH3:17])([CH3:16])[CH3:15])=[O:12])=[CH:6][CH:5]=1.[CH:28]1[CH:29]=[CH:30][C:31]2[N:36](O)[N:35]=[N:34][C:32]=2[CH:33]=1.CN(C([O:45]N1N=NC2C=CC=CC1=2)=[N+](C)C)C.F[P-](F)(F)(F)(F)F.CCN(C(C)C)C(C)C.